Dataset: Forward reaction prediction with 1.9M reactions from USPTO patents (1976-2016). Task: Predict the product of the given reaction. (1) Given the reactants [CH2:1]([N:4]1[C:12]2[C:11](=[O:13])[NH:10][C:9](=[O:14])[NH:8][C:7]=2[N:6]=[CH:5]1)[CH:2]=[CH2:3].C(=O)([O-])[O-].[Na+].[Na+].I[CH2:22][CH2:23][CH2:24][CH2:25][CH3:26], predict the reaction product. The product is: [CH2:1]([N:4]1[C:12]2[C:11](=[O:13])[NH:10][C:9](=[O:14])[N:8]([CH2:22][CH2:23][CH2:24][CH2:25][CH3:26])[C:7]=2[N:6]=[CH:5]1)[CH:2]=[CH2:3]. (2) Given the reactants [N+:1]([C:4]1[CH:5]=[C:6]([CH2:10][C:11]#[N:12])[CH:7]=[CH:8][CH:9]=1)([O-:3])=[O:2].[C:13](=O)(OC)OC.C(=O)([O-])[O-].[K+].[K+], predict the reaction product. The product is: [N+:1]([C:4]1[CH:5]=[C:6]([CH:10]([CH3:13])[C:11]#[N:12])[CH:7]=[CH:8][CH:9]=1)([O-:3])=[O:2]. (3) Given the reactants [CH2:1]([O:5][C:6]([C:8]1[N:9]=[C:10](Cl)[C:11]2[C:16]([C:17]=1[OH:18])=[CH:15][C:14]([O:19][C:20]1[CH:34]=[CH:33][C:23]3[N:24]=[C:25]([N:27]4[CH2:32][CH2:31][O:30][CH2:29][CH2:28]4)[S:26][C:22]=3[CH:21]=1)=[CH:13][CH:12]=2)=[O:7])[CH2:2][CH2:3][CH3:4].C[C:37]([N:39](C)C)=O, predict the reaction product. The product is: [CH2:1]([O:5][C:6]([C:8]1[N:9]=[C:10]([C:37]#[N:39])[C:11]2[C:16]([C:17]=1[OH:18])=[CH:15][C:14]([O:19][C:20]1[CH:34]=[CH:33][C:23]3[N:24]=[C:25]([N:27]4[CH2:32][CH2:31][O:30][CH2:29][CH2:28]4)[S:26][C:22]=3[CH:21]=1)=[CH:13][CH:12]=2)=[O:7])[CH2:2][CH2:3][CH3:4].